Dataset: Forward reaction prediction with 1.9M reactions from USPTO patents (1976-2016). Task: Predict the product of the given reaction. (1) Given the reactants [CH3:1][C:2]1[CH:7]=[CH:6][C:5]([CH:8]([OH:13])[CH2:9][N+:10]([O-])=O)=[CH:4][CH:3]=1, predict the reaction product. The product is: [NH2:10][CH2:9][CH:8]([C:5]1[CH:6]=[CH:7][C:2]([CH3:1])=[CH:3][CH:4]=1)[OH:13]. (2) Given the reactants C1(P(C2C=CC=CC=2)C2C=CC=CC=2)C=CC=CC=1.[N:20]([CH2:23][CH:24]1[CH2:27][CH:26]([N:28]2[C:32]3[N:33]=[CH:34][N:35]=[C:36]([NH2:37])[C:31]=3[C:30]([I:38])=[CH:29]2)[CH2:25]1)=[N+]=[N-].[OH-].[NH4+].CO, predict the reaction product. The product is: [NH2:20][CH2:23][CH:24]1[CH2:27][CH:26]([N:28]2[C:32]3[N:33]=[CH:34][N:35]=[C:36]([NH2:37])[C:31]=3[C:30]([I:38])=[CH:29]2)[CH2:25]1. (3) Given the reactants Cl[C:2]1[C:7]([C:8]([F:11])([F:10])[F:9])=[CH:6][N:5]=[C:4]([NH:12][C:13]2[CH:18]=[CH:17][C:16]([CH:19]3[CH2:24][CH2:23][N:22]([C:25]([O:27][C:28]([CH3:31])([CH3:30])[CH3:29])=[O:26])[CH2:21][CH2:20]3)=[CH:15][C:14]=2[O:32][CH3:33])[N:3]=1.[C:34]([C:36]1[CH:37]=[C:38]([CH:42]=[CH:43][CH:44]=1)[C:39]([NH2:41])=[O:40])#[CH:35].C1(P(C2C=CC=CC=2)C2C=CC=CC=2)C=CC=CC=1.C(N(CC)CC)C, predict the reaction product. The product is: [C:39]([C:38]1[CH:37]=[C:36]([C:34]#[C:35][C:2]2[C:7]([C:8]([F:11])([F:10])[F:9])=[CH:6][N:5]=[C:4]([NH:12][C:13]3[CH:18]=[CH:17][C:16]([CH:19]4[CH2:24][CH2:23][N:22]([C:25]([O:27][C:28]([CH3:31])([CH3:30])[CH3:29])=[O:26])[CH2:21][CH2:20]4)=[CH:15][C:14]=3[O:32][CH3:33])[N:3]=2)[CH:44]=[CH:43][CH:42]=1)(=[O:40])[NH2:41].